This data is from Reaction yield outcomes from USPTO patents with 853,638 reactions. The task is: Predict the reaction yield, written as a fraction of the theoretical maximum amount of product (1.0 means a 100% yield; for example, 0.34 means a 34% yield). (1) The yield is 0.800. The product is [CH2:1]([O:3][C:4]([C:6]1[N:10]2[CH:11]=[C:12]([C:29]3[CH:28]=[CH:27][C:26]([Cl:25])=[CH:31][C:30]=3[Cl:32])[C:13]([CH2:15][NH:16][C:17]([O:19][C:20]([CH3:23])([CH3:22])[CH3:21])=[O:18])=[CH:14][C:9]2=[N:8][CH:7]=1)=[O:5])[CH3:2]. The reactants are [CH2:1]([O:3][C:4]([C:6]1[N:10]2[CH:11]=[C:12](Br)[C:13]([CH2:15][NH:16][C:17]([O:19][C:20]([CH3:23])([CH3:22])[CH3:21])=[O:18])=[CH:14][C:9]2=[N:8][CH:7]=1)=[O:5])[CH3:2].[Cl:25][C:26]1[CH:31]=[C:30]([Cl:32])[CH:29]=[CH:28][C:27]=1B(O)O.C([O-])([O-])=O.[Na+].[Na+]. The catalyst is COCCOC.CCOC(C)=O.C1C=CC([P]([Pd]([P](C2C=CC=CC=2)(C2C=CC=CC=2)C2C=CC=CC=2)([P](C2C=CC=CC=2)(C2C=CC=CC=2)C2C=CC=CC=2)[P](C2C=CC=CC=2)(C2C=CC=CC=2)C2C=CC=CC=2)(C2C=CC=CC=2)C2C=CC=CC=2)=CC=1. (2) The reactants are [F:1][C:2]1[CH:3]=[CH:4][C:5]2[O:9][C:8]([CH2:10]O)=[CH:7][C:6]=2[CH:12]=1.P(Br)(Br)[Br:14]. The catalyst is C1(C)C=CC=CC=1. The product is [Br:14][CH2:10][C:8]1[O:9][C:5]2[CH:4]=[CH:3][C:2]([F:1])=[CH:12][C:6]=2[CH:7]=1. The yield is 0.720. (3) The reactants are COC1C=CC(C[N:8]([C:22]2[S:23][CH:24]=[CH:25][N:26]=2)[S:9]([C:12]2[CH:13]=[CH:14][C:15]3[NH:20][CH2:19][CH2:18][O:17][C:16]=3[CH:21]=2)(=[O:11])=[O:10])=CC=1.Br[C:30]1[CH:31]=[C:32]([CH:35]=[CH:36][C:37]=1[O:38][CH3:39])[C:33]#[N:34].CC1(C)C2C(=C(P(C3C=CC=CC=3)C3C=CC=CC=3)C=CC=2)OC2C(P(C3C=CC=CC=3)C3C=CC=CC=3)=CC=CC1=2.C(=O)([O-])[O-].[Cs+].[Cs+]. The catalyst is C1C=CC(/C=C/C(/C=C/C2C=CC=CC=2)=O)=CC=1.C1C=CC(/C=C/C(/C=C/C2C=CC=CC=2)=O)=CC=1.C1C=CC(/C=C/C(/C=C/C2C=CC=CC=2)=O)=CC=1.[Pd].[Pd]. The product is [C:33]([C:32]1[CH:31]=[CH:30][C:37]([O:38][CH3:39])=[C:36]([N:20]2[CH2:19][CH2:18][O:17][C:16]3[CH:21]=[C:12]([S:9]([NH:8][C:22]4[S:23][CH:24]=[CH:25][N:26]=4)(=[O:10])=[O:11])[CH:13]=[CH:14][C:15]2=3)[CH:35]=1)#[N:34]. The yield is 0.706. (4) The reactants are O=[C:2]1[CH2:7][CH2:6][O:5][CH2:4][CH:3]1[C:8]([O:10]C)=O.Cl.[NH2:13][C:14](=[NH:27])[CH2:15][NH:16][C:17](=[O:26])[O:18][CH2:19][C:20]1[CH:25]=[CH:24][CH:23]=[CH:22][CH:21]=1.[O-]CC.[Na+]. The catalyst is C(O)C. The product is [O:10]=[C:8]1[NH:27][C:14]([CH2:15][NH:16][C:17](=[O:26])[O:18][CH2:19][C:20]2[CH:21]=[CH:22][CH:23]=[CH:24][CH:25]=2)=[N:13][C:2]2[CH2:7][CH2:6][O:5][CH2:4][C:3]1=2. The yield is 0.550. (5) The reactants are [C:1]([Cl:4])(Cl)=[O:2].[CH3:5][C:6]1[CH:11]=[C:10]([NH:12][CH3:13])[CH:9]=[C:8]([CH3:14])[C:7]=1/[CH:15]=[CH:16]/[S:17]([N:20]1[CH2:41][CH2:40][C:23]2([N:27]=[C:26]([C:28]3[CH:33]=[CH:32][CH:31]=[C:30]([O:34][C:35]([F:38])([F:37])[F:36])[CH:29]=3)[NH:25][C:24]2=[O:39])[CH2:22][CH2:21]1)(=[O:19])=[O:18].C(N(CC)CC)C. The catalyst is ClCCl.CN(C)C=O. The product is [CH3:5][C:6]1[CH:11]=[C:10]([N:12]([CH3:13])[C:1]([Cl:4])=[O:2])[CH:9]=[C:8]([CH3:14])[C:7]=1/[CH:15]=[CH:16]/[S:17]([N:20]1[CH2:21][CH2:22][C:23]2([N:27]=[C:26]([C:28]3[CH:33]=[CH:32][CH:31]=[C:30]([O:34][C:35]([F:36])([F:38])[F:37])[CH:29]=3)[NH:25][C:24]2=[O:39])[CH2:40][CH2:41]1)(=[O:18])=[O:19]. The yield is 0.850. (6) The reactants are [OH:1][C:2]1[N:6]([CH3:7])[N:5]=[C:4]([C:8]([F:11])([F:10])[F:9])[CH:3]=1.[C:12](=[O:15])([O-])[O-].[K+].[K+].C=O.[CH:20]1(Br)[CH2:24][CH2:23][CH2:22][CH2:21]1. The catalyst is CN(C=O)C.O.C(OCC)(=O)C. The product is [CH:20]1([O:1][C:2]2[N:6]([CH3:7])[N:5]=[C:4]([C:8]([F:11])([F:10])[F:9])[C:3]=2[CH2:12][OH:15])[CH2:24][CH2:23][CH2:22][CH2:21]1. The yield is 0.670. (7) The reactants are [CH2:1]([NH:8][C:9]([N:11]1[C@H:16]2[CH2:17][N:18]([CH2:30][C:31]3[CH:36]=[CH:35][CH:34]=[C:33](F)[N:32]=3)[C:19](=[O:29])[C@H:20]([CH2:21][C:22]3[CH:27]=[CH:26][C:25]([OH:28])=[CH:24][CH:23]=3)[N:15]2[C:14](=[O:38])[CH2:13][N:12]1[CH2:39][CH:40]=[CH2:41])=[O:10])[C:2]1[CH:7]=[CH:6][CH:5]=[CH:4][CH:3]=1.CN1C(=O)CCC1.[NH:49]1[CH2:52][CH:51]([N:53]2[CH2:58][CH2:57][N:56]([CH2:59][CH3:60])[CH2:55][CH2:54]2)[CH2:50]1.C(C1C=CC=CC=1)C1C=CC=CC=1. The catalyst is O. The product is [CH2:1]([NH:8][C:9]([N:11]1[C@H:16]2[CH2:17][N:18]([CH2:30][C:31]3[CH:36]=[CH:35][CH:34]=[C:33]([N:49]4[CH2:52][CH:51]([N:53]5[CH2:58][CH2:57][N:56]([CH2:59][CH3:60])[CH2:55][CH2:54]5)[CH2:50]4)[N:32]=3)[C:19](=[O:29])[C@H:20]([CH2:21][C:22]3[CH:27]=[CH:26][C:25]([OH:28])=[CH:24][CH:23]=3)[N:15]2[C:14](=[O:38])[CH2:13][N:12]1[CH2:39][CH:40]=[CH2:41])=[O:10])[C:2]1[CH:7]=[CH:6][CH:5]=[CH:4][CH:3]=1. The yield is 0.370. (8) The reactants are Cl.[NH:2]1[CH2:5][CH:4]([C:6]2[CH:27]=[CH:26][C:9]3[C:10]4[N:14]([CH2:15][CH2:16][O:17][C:8]=3[CH:7]=2)[CH:13]=[C:12]([C:18]2[N:19]([CH:23]([CH3:25])[CH3:24])[N:20]=[CH:21][N:22]=2)[N:11]=4)[CH2:3]1.[O-]P([O-])([O-])=O.[Na+].[Na+].[Na+].[CH3:36][NH:37][C:38](=[O:41])[CH2:39]Cl. The catalyst is CN1C(=O)CCC1. The product is [CH:23]([N:19]1[C:18]([C:12]2[N:11]=[C:10]3[C:9]4[CH:26]=[CH:27][C:6]([CH:4]5[CH2:3][N:2]([CH2:39][C:38]([NH:37][CH3:36])=[O:41])[CH2:5]5)=[CH:7][C:8]=4[O:17][CH2:16][CH2:15][N:14]3[CH:13]=2)=[N:22][CH:21]=[N:20]1)([CH3:24])[CH3:25]. The yield is 0.290. (9) The product is [CH3:18][C:19]1[CH:27]=[C:26]([CH3:28])[CH:25]=[C:24]([CH3:29])[C:20]=1[C:21]([NH:10][NH:9][C:1](=[O:8])[C:2]1[CH:7]=[CH:6][CH:5]=[CH:4][CH:3]=1)=[O:22]. The reactants are [C:1]([NH:9][NH2:10])(=[O:8])[C:2]1[CH:7]=[CH:6][CH:5]=[CH:4][CH:3]=1.CN1CCCC1=O.[CH3:18][C:19]1[CH:27]=[C:26]([CH3:28])[CH:25]=[C:24]([CH3:29])[C:20]=1[C:21](Cl)=[O:22]. The yield is 0.650. The catalyst is O. (10) The reactants are [OH:1][C:2]1[C:19]2[C:14](=[CH:15][CH:16]=[CH:17][CH:18]=2)[C:13]([OH:20])=[C:12]2[C:3]=1[C:4](=O)[C:5]1[CH:6]=[C:7]([C:25]([OH:27])=[O:26])[C:8]([C:22]([OH:24])=[O:23])=[CH:9][C:10]=1[C:11]2=[O:21].[CH:29]([C:32]1[CH:38]=[CH:37][CH:36]=[C:35]([CH:39]([CH3:41])[CH3:40])[C:33]=1[NH2:34])([CH3:31])[CH3:30].ClC1C=CC=CC=1Cl. The catalyst is O. The product is [CH:39]([C:35]1[CH:36]=[CH:37][CH:38]=[C:32]([CH:29]([CH3:31])[CH3:30])[C:33]=1[N:34]=[C:4]1[C:3]2[C:12](=[C:13]([OH:20])[C:14]3[C:19]([C:2]=2[OH:1])=[CH:18][CH:17]=[CH:16][CH:15]=3)[C:11](=[O:21])[C:10]2[CH:9]=[C:8]([C:22]([OH:24])=[O:23])[C:7]([C:25]([OH:27])=[O:26])=[CH:6][C:5]1=2)([CH3:41])[CH3:40]. The yield is 0.510.